Dataset: Catalyst prediction with 721,799 reactions and 888 catalyst types from USPTO. Task: Predict which catalyst facilitates the given reaction. (1) Reactant: Cl[C:2]([O:4][CH2:5][C:6]1[CH:11]=[CH:10][CH:9]=[CH:8][CH:7]=1)=[O:3].[NH2:12][CH2:13][C:14]1([C:27]2[NH:31][C:30]3[CH:32]=[CH:33][CH:34]=[C:35]([C:36]4[CH:41]=[CH:40][CH:39]=[CH:38][CH:37]=4)[C:29]=3[N:28]=2)[CH2:19][CH2:18][N:17]([C:20]([O:22][C:23]([CH3:26])([CH3:25])[CH3:24])=[O:21])[CH2:16][CH2:15]1.C(N(CC)C(C)C)(C)C. Product: [CH2:5]([O:4][C:2]([NH:12][CH2:13][C:14]1([C:27]2[NH:31][C:30]3[CH:32]=[CH:33][CH:34]=[C:35]([C:36]4[CH:41]=[CH:40][CH:39]=[CH:38][CH:37]=4)[C:29]=3[N:28]=2)[CH2:15][CH2:16][N:17]([C:20]([O:22][C:23]([CH3:25])([CH3:26])[CH3:24])=[O:21])[CH2:18][CH2:19]1)=[O:3])[C:6]1[CH:11]=[CH:10][CH:9]=[CH:8][CH:7]=1. The catalyst class is: 2. (2) Reactant: C(OC(=O)[NH:7][CH2:8][C:9]1[N:10]=[N:11][C:12]([C:15]2[CH:20]=[CH:19][C:18]([C@H:21]3[O:25]C(C)(C)[N:23]([C:28](=[O:32])[CH:29]([F:31])[F:30])[C@@H:22]3[CH2:33][F:34])=[CH:17][CH:16]=2)=[CH:13][CH:14]=1)(C)(C)C.[F:36][C:37]([F:42])([F:41])[C:38]([OH:40])=[O:39]. Product: [F:36][C:37]([F:42])([F:41])[C:38]([OH:40])=[O:39].[NH2:7][CH2:8][C:9]1[N:10]=[N:11][C:12]([C:15]2[CH:16]=[CH:17][C:18]([C@@H:21]([OH:25])[C@H:22]([NH:23][C:28](=[O:32])[CH:29]([F:30])[F:31])[CH2:33][F:34])=[CH:19][CH:20]=2)=[CH:13][CH:14]=1. The catalyst class is: 2.